This data is from Full USPTO retrosynthesis dataset with 1.9M reactions from patents (1976-2016). The task is: Predict the reactants needed to synthesize the given product. (1) Given the product [OH:13][CH2:12][C:6]1[CH:7]=[C:8]2[C:3](=[CH:4][CH:5]=1)[C@H:2]([NH:1][C:20]([C@H:18]1[C@@H:17]([CH2:23][S:24]([C:27]3[CH:36]=[CH:35][C:34]4[C:29](=[CH:30][CH:31]=[CH:32][CH:33]=4)[CH:28]=3)(=[O:26])=[O:25])[O:16][C:15]([CH3:37])([CH3:14])[O:19]1)=[O:21])[CH2:11][CH2:10][CH2:9]2, predict the reactants needed to synthesize it. The reactants are: [NH2:1][C@@H:2]1[CH2:11][CH2:10][CH2:9][C:8]2[CH:7]=[C:6]([CH2:12][OH:13])[CH:5]=[CH:4][C:3]1=2.[CH3:14][C:15]1([CH3:37])[O:19][C@@H:18]([C:20](O)=[O:21])[C@@H:17]([CH2:23][S:24]([C:27]2[CH:36]=[CH:35][C:34]3[C:29](=[CH:30][CH:31]=[CH:32][CH:33]=3)[CH:28]=2)(=[O:26])=[O:25])[O:16]1.CCN=C=NCCCN(C)C.C1C=CC2N(O)N=NC=2C=1. (2) Given the product [Cl:18][C:19]1[N:24]=[C:23]([C:25]([NH:17][CH:15]([C:5]2[CH:6]=[N:7][C:8]([O:9][CH2:10][C:11]([F:14])([F:12])[F:13])=[C:3]([CH3:2])[CH:4]=2)[CH3:16])=[O:26])[CH:22]=[C:21]([CH3:28])[N:20]=1, predict the reactants needed to synthesize it. The reactants are: Cl.[CH3:2][C:3]1[CH:4]=[C:5]([CH:15]([NH2:17])[CH3:16])[CH:6]=[N:7][C:8]=1[O:9][CH2:10][C:11]([F:14])([F:13])[F:12].[Cl:18][C:19]1[N:24]=[C:23]([C:25](O)=[O:26])[CH:22]=[C:21]([CH3:28])[N:20]=1. (3) Given the product [C:17]([C:14]1[CH:15]=[CH:16][C:11]([C:9]2[C:8]([C:19]3[NH:23][CH:22]=[CH:21][N:20]=3)=[CH:7][N:6]=[C:5]([NH:4][CH2:3][CH2:2][NH:1][C:30]([C:29]3[CH:33]=[CH:34][CH:35]=[C:27]([N+:24]([O-:26])=[O:25])[CH:28]=3)=[O:31])[N:10]=2)=[CH:12][CH:13]=1)#[N:18], predict the reactants needed to synthesize it. The reactants are: [NH2:1][CH2:2][CH2:3][NH:4][C:5]1[N:10]=[C:9]([C:11]2[CH:16]=[CH:15][C:14]([C:17]#[N:18])=[CH:13][CH:12]=2)[C:8]([C:19]2[NH:20][CH:21]=[CH:22][N:23]=2)=[CH:7][N:6]=1.[N+:24]([C:27]1[CH:28]=[C:29]([CH:33]=[CH:34][CH:35]=1)[C:30](O)=[O:31])([O-:26])=[O:25].Cl.CN(C)CCCN=C=NCC.O.ON1C2C=CC=CC=2N=N1.